This data is from Forward reaction prediction with 1.9M reactions from USPTO patents (1976-2016). The task is: Predict the product of the given reaction. (1) Given the reactants [Cl:1][C:2]1[CH:10]=[CH:9][C:8]([C:11]2[C:12]([C@@H:17]([NH:27][C:28](=[O:33])[C:29]([F:32])([F:31])[F:30])[CH2:18][C:19]3[CH:24]=[C:23]([F:25])[CH:22]=[C:21]([F:26])[CH:20]=3)=[N:13][CH:14]=[CH:15][CH:16]=2)=[C:7]2[C:3]=1[C:4]([NH:35][S:36]([CH3:39])(=[O:38])=[O:37])=[N:5][N:6]2[CH3:34].C1C=C(Cl)C=C(C(OO)=[O:48])C=1, predict the reaction product. The product is: [Cl:1][C:2]1[CH:10]=[CH:9][C:8]([C:11]2[C:12]([C@@H:17]([NH:27][C:28](=[O:33])[C:29]([F:32])([F:30])[F:31])[CH2:18][C:19]3[CH:24]=[C:23]([F:25])[CH:22]=[C:21]([F:26])[CH:20]=3)=[N+:13]([O-:48])[CH:14]=[CH:15][CH:16]=2)=[C:7]2[C:3]=1[C:4]([NH:35][S:36]([CH3:39])(=[O:37])=[O:38])=[N:5][N:6]2[CH3:34]. (2) The product is: [CH3:22][O:23][C:24]1[CH:31]=[C:30]([O:32][CH3:33])[CH:29]=[C:28]([O:34][CH3:35])[C:25]=1[CH2:26][CH2:12][CH2:13][C:14]1[CH:19]=[CH:18][C:17]([OH:20])=[CH:16][C:15]=1[OH:21]. Given the reactants COC1C=C(C[CH2:12][CH2:13][C:14]2[CH:19]=[CH:18][C:17]([OH:20])=[CH:16][C:15]=2[OH:21])C=C(OC)C=1.[CH3:22][O:23][C:24]1[CH:31]=[C:30]([O:32][CH3:33])[CH:29]=[C:28]([O:34][CH3:35])[C:25]=1[CH:26]=O, predict the reaction product. (3) Given the reactants [Cl:1][C:2]1[CH:7]=[CH:6][C:5]([OH:8])=[CH:4][CH:3]=1.C([Mg]Br)C.[F:13][C:14]([F:27])([F:26])[C:15]1[CH:23]=[C:22]2[C:18]([C:19](=[O:25])[C:20](=[O:24])[NH:21]2)=[CH:17][CH:16]=1, predict the reaction product. The product is: [Cl:1][C:2]1[CH:7]=[CH:6][C:5]([OH:8])=[C:4]([C:19]2([OH:25])[C:18]3[C:22](=[CH:23][C:15]([C:14]([F:27])([F:13])[F:26])=[CH:16][CH:17]=3)[NH:21][C:20]2=[O:24])[CH:3]=1. (4) Given the reactants [I:1][C:2]1[C:6]([C:7]([O:9][CH2:10][CH3:11])=[O:8])=[CH:5][NH:4][N:3]=1.F[C:13]1[CH:18]=[CH:17][C:16]([F:19])=[CH:15][N:14]=1.C(=O)([O-])[O-].[K+].[K+].C(OCC)(=O)C, predict the reaction product. The product is: [F:19][C:16]1[CH:17]=[CH:18][C:13]([N:4]2[CH:5]=[C:6]([C:7]([O:9][CH2:10][CH3:11])=[O:8])[C:2]([I:1])=[N:3]2)=[N:14][CH:15]=1. (5) Given the reactants C([O:3][C:4](=[O:21])[C:5]([S:8]([CH:11]1[CH2:16][CH2:15][N:14]([S:17]([CH3:20])(=[O:19])=[O:18])[CH2:13][CH2:12]1)(=[O:10])=[O:9])([CH3:7])[CH3:6])C.O.[OH-].[Li+], predict the reaction product. The product is: [CH3:20][S:17]([N:14]1[CH2:13][CH2:12][CH:11]([S:8]([C:5]([CH3:7])([CH3:6])[C:4]([OH:21])=[O:3])(=[O:9])=[O:10])[CH2:16][CH2:15]1)(=[O:18])=[O:19].